Dataset: Forward reaction prediction with 1.9M reactions from USPTO patents (1976-2016). Task: Predict the product of the given reaction. (1) Given the reactants Cl[C:2]1[N:7]=[N:6][C:5]([N:8]([CH2:16][C:17]2([C:21]3[C:26]([F:27])=[CH:25][CH:24]=[CH:23][N:22]=3)[CH2:20][CH2:19][CH2:18]2)[C:9](=[O:15])[O:10][C:11]([CH3:14])([CH3:13])[CH3:12])=[CH:4][CH:3]=1.[S:28]1[C:32]([C:33]([O:35][CH2:36][CH3:37])=[O:34])=[CH:31][N:30]=[CH:29]1.CC(P(C(C)(C)C)C1C(C2C=CC=CC=2)=CC=CC=1)(C)C.C([O-])([O-])=O.[Cs+].[Cs+], predict the reaction product. The product is: [C:11]([O:10][C:9]([N:8]([CH2:16][C:17]1([C:21]2[C:26]([F:27])=[CH:25][CH:24]=[CH:23][N:22]=2)[CH2:20][CH2:19][CH2:18]1)[C:5]1[N:6]=[N:7][C:2]([C:29]2[S:28][C:32]([C:33]([O:35][CH2:36][CH3:37])=[O:34])=[CH:31][N:30]=2)=[CH:3][CH:4]=1)=[O:15])([CH3:14])([CH3:13])[CH3:12]. (2) Given the reactants [NH:1]1[CH:5]=[N:4][CH:3]=[N:2]1.Cl[C:7]1[S:8][CH:9]=[CH:10][C:11]=1[N+:12]([O-:14])=[O:13].CC(C)([O-])C.[K+], predict the reaction product. The product is: [N+:12]([C:11]1[CH:10]=[CH:9][S:8][C:7]=1[N:1]1[CH:5]=[N:4][CH:3]=[N:2]1)([O-:14])=[O:13].